The task is: Predict the reactants needed to synthesize the given product.. This data is from Full USPTO retrosynthesis dataset with 1.9M reactions from patents (1976-2016). Given the product [Br:5][C:6]1[CH:11]=[C:10]([F:12])[CH:9]=[CH:8][C:7]=1[CH2:13][C:14]([O:16][CH3:17])=[O:15], predict the reactants needed to synthesize it. The reactants are: S(Cl)(Cl)=O.[Br:5][C:6]1[CH:11]=[C:10]([F:12])[CH:9]=[CH:8][C:7]=1[CH2:13][C:14]([OH:16])=[O:15].[CH3:17]O.